Dataset: Peptide-MHC class I binding affinity with 185,985 pairs from IEDB/IMGT. Task: Regression. Given a peptide amino acid sequence and an MHC pseudo amino acid sequence, predict their binding affinity value. This is MHC class I binding data. The peptide sequence is RTDNGGWAH. The MHC is HLA-A29:02 with pseudo-sequence HLA-A29:02. The binding affinity (normalized) is 0.0847.